This data is from Retrosynthesis with 50K atom-mapped reactions and 10 reaction types from USPTO. The task is: Predict the reactants needed to synthesize the given product. (1) Given the product O=C(c1ccccc1)c1ccc(C(=O)N2Cc3cccn3Cc3ccccc32)cc1, predict the reactants needed to synthesize it. The reactants are: O=C(Cl)c1ccc(C(=O)c2ccccc2)cc1.c1ccc2c(c1)Cn1cccc1CN2. (2) The reactants are: CC(=O)NCCc1ccccc1.O=C(Cl)c1ccccc1. Given the product CC(=O)NCCc1ccc(C(=O)c2ccccc2)cc1, predict the reactants needed to synthesize it. (3) Given the product CC(=NO)c1ccc(C(F)(F)C(F)(F)c2ccccc2)cc1, predict the reactants needed to synthesize it. The reactants are: CC(=O)c1ccc(C(F)(F)C(F)(F)c2ccccc2)cc1.NO. (4) Given the product Cc1cc2c(cc1C1=CCCC1O)C(C)(C)CCC2(C)C, predict the reactants needed to synthesize it. The reactants are: Cc1cc2c(cc1C1=CCCC1=O)C(C)(C)CCC2(C)C. (5) Given the product CC(=O)Nc1ccc(C(C)C)cc1, predict the reactants needed to synthesize it. The reactants are: CC(=O)OC(C)=O.CC(C)c1ccc(N)cc1. (6) The reactants are: CCOC(=O)Cc1c([N+](=O)[O-])cc(OCc2ccccc2)c2ccccc12. Given the product O=[N+]([O-])c1cc(OCc2ccccc2)c2ccccc2c1CCO, predict the reactants needed to synthesize it. (7) Given the product NC(=O)c1ccc2c(c1)-c1nc(-c3ncnn3-c3ccccc3Cl)cn1CCO2, predict the reactants needed to synthesize it. The reactants are: CN(C)C=O.O=C(O)c1ccc2c(c1)-c1nc(-c3ncnn3-c3ccccc3Cl)cn1CCO2.